Regression. Given two drug SMILES strings and cell line genomic features, predict the synergy score measuring deviation from expected non-interaction effect. From a dataset of NCI-60 drug combinations with 297,098 pairs across 59 cell lines. (1) Drug 1: CCCS(=O)(=O)NC1=C(C(=C(C=C1)F)C(=O)C2=CNC3=C2C=C(C=N3)C4=CC=C(C=C4)Cl)F. Drug 2: C1=CN(C(=O)N=C1N)C2C(C(C(O2)CO)O)O.Cl. Cell line: MOLT-4. Synergy scores: CSS=62.3, Synergy_ZIP=-0.0752, Synergy_Bliss=-1.15, Synergy_Loewe=-24.6, Synergy_HSA=-1.75. (2) Drug 1: C1=NC2=C(N=C(N=C2N1C3C(C(C(O3)CO)O)O)F)N. Drug 2: CNC(=O)C1=NC=CC(=C1)OC2=CC=C(C=C2)NC(=O)NC3=CC(=C(C=C3)Cl)C(F)(F)F. Cell line: SNB-75. Synergy scores: CSS=-0.585, Synergy_ZIP=0.924, Synergy_Bliss=1.10, Synergy_Loewe=1.23, Synergy_HSA=-1.01. (3) Drug 1: COC1=CC(=CC(=C1O)OC)C2C3C(COC3=O)C(C4=CC5=C(C=C24)OCO5)OC6C(C(C7C(O6)COC(O7)C8=CC=CS8)O)O. Drug 2: CC(C1=C(C=CC(=C1Cl)F)Cl)OC2=C(N=CC(=C2)C3=CN(N=C3)C4CCNCC4)N. Cell line: U251. Synergy scores: CSS=43.6, Synergy_ZIP=1.16, Synergy_Bliss=1.59, Synergy_Loewe=-6.42, Synergy_HSA=1.91. (4) Drug 1: COC1=CC(=CC(=C1O)OC)C2C3C(COC3=O)C(C4=CC5=C(C=C24)OCO5)OC6C(C(C7C(O6)COC(O7)C8=CC=CS8)O)O. Drug 2: CN(CC1=CN=C2C(=N1)C(=NC(=N2)N)N)C3=CC=C(C=C3)C(=O)NC(CCC(=O)O)C(=O)O. Cell line: MOLT-4. Synergy scores: CSS=76.0, Synergy_ZIP=3.05, Synergy_Bliss=4.32, Synergy_Loewe=-2.63, Synergy_HSA=5.60. (5) Drug 1: COC1=CC(=CC(=C1O)OC)C2C3C(COC3=O)C(C4=CC5=C(C=C24)OCO5)OC6C(C(C7C(O6)COC(O7)C8=CC=CS8)O)O. Drug 2: C1=C(C(=O)NC(=O)N1)N(CCCl)CCCl. Cell line: RXF 393. Synergy scores: CSS=39.0, Synergy_ZIP=2.09, Synergy_Bliss=4.91, Synergy_Loewe=8.88, Synergy_HSA=9.91. (6) Drug 1: CC1C(C(=O)NC(C(=O)N2CCCC2C(=O)N(CC(=O)N(C(C(=O)O1)C(C)C)C)C)C(C)C)NC(=O)C3=C4C(=C(C=C3)C)OC5=C(C(=O)C(=C(C5=N4)C(=O)NC6C(OC(=O)C(N(C(=O)CN(C(=O)C7CCCN7C(=O)C(NC6=O)C(C)C)C)C)C(C)C)C)N)C. Drug 2: CC=C1C(=O)NC(C(=O)OC2CC(=O)NC(C(=O)NC(CSSCCC=C2)C(=O)N1)C(C)C)C(C)C. Cell line: KM12. Synergy scores: CSS=11.9, Synergy_ZIP=1.63, Synergy_Bliss=2.18, Synergy_Loewe=-47.0, Synergy_HSA=-1.38. (7) Drug 1: CN1C(=O)N2C=NC(=C2N=N1)C(=O)N. Drug 2: C#CCC(CC1=CN=C2C(=N1)C(=NC(=N2)N)N)C3=CC=C(C=C3)C(=O)NC(CCC(=O)O)C(=O)O. Cell line: NCI-H460. Synergy scores: CSS=66.6, Synergy_ZIP=3.57, Synergy_Bliss=0.428, Synergy_Loewe=-29.4, Synergy_HSA=-0.946.